From a dataset of NCI-60 drug combinations with 297,098 pairs across 59 cell lines. Regression. Given two drug SMILES strings and cell line genomic features, predict the synergy score measuring deviation from expected non-interaction effect. (1) Drug 1: CS(=O)(=O)C1=CC(=C(C=C1)C(=O)NC2=CC(=C(C=C2)Cl)C3=CC=CC=N3)Cl. Drug 2: C1=CC=C(C(=C1)C(C2=CC=C(C=C2)Cl)C(Cl)Cl)Cl. Cell line: RPMI-8226. Synergy scores: CSS=4.19, Synergy_ZIP=9.26, Synergy_Bliss=16.2, Synergy_Loewe=8.96, Synergy_HSA=8.86. (2) Drug 1: CS(=O)(=O)OCCCCOS(=O)(=O)C. Drug 2: CCC1(C2=C(COC1=O)C(=O)N3CC4=CC5=C(C=CC(=C5CN(C)C)O)N=C4C3=C2)O.Cl. Cell line: SF-268. Synergy scores: CSS=23.4, Synergy_ZIP=0.676, Synergy_Bliss=3.49, Synergy_Loewe=-31.7, Synergy_HSA=-0.136. (3) Drug 1: CC1=C(C=C(C=C1)NC(=O)C2=CC=C(C=C2)CN3CCN(CC3)C)NC4=NC=CC(=N4)C5=CN=CC=C5. Drug 2: CN(C(=O)NC(C=O)C(C(C(CO)O)O)O)N=O. Cell line: SNB-75. Synergy scores: CSS=1.37, Synergy_ZIP=4.16, Synergy_Bliss=-1.20, Synergy_Loewe=0.202, Synergy_HSA=-0.636. (4) Drug 1: CC1C(C(CC(O1)OC2CC(CC3=C2C(=C4C(=C3O)C(=O)C5=C(C4=O)C(=CC=C5)OC)O)(C(=O)CO)O)N)O.Cl. Drug 2: C1CNP(=O)(OC1)N(CCCl)CCCl. Cell line: NCIH23. Synergy scores: CSS=6.04, Synergy_ZIP=-2.88, Synergy_Bliss=-5.52, Synergy_Loewe=3.76, Synergy_HSA=-6.29. (5) Drug 1: CC(C1=C(C=CC(=C1Cl)F)Cl)OC2=C(N=CC(=C2)C3=CN(N=C3)C4CCNCC4)N. Drug 2: C1=NC(=NC(=O)N1C2C(C(C(O2)CO)O)O)N. Cell line: SF-295. Synergy scores: CSS=17.5, Synergy_ZIP=-3.48, Synergy_Bliss=-1.11, Synergy_Loewe=-6.59, Synergy_HSA=0.135. (6) Drug 1: CC12CCC3C(C1CCC2=O)CC(=C)C4=CC(=O)C=CC34C. Drug 2: C1C(C(OC1N2C=NC(=NC2=O)N)CO)O. Cell line: M14. Synergy scores: CSS=37.3, Synergy_ZIP=5.50, Synergy_Bliss=6.99, Synergy_Loewe=4.81, Synergy_HSA=5.24. (7) Drug 1: C1CN1P(=S)(N2CC2)N3CC3. Drug 2: CC1=C(C=C(C=C1)C(=O)NC2=CC(=CC(=C2)C(F)(F)F)N3C=C(N=C3)C)NC4=NC=CC(=N4)C5=CN=CC=C5. Cell line: HCT-15. Synergy scores: CSS=-3.42, Synergy_ZIP=2.39, Synergy_Bliss=-0.909, Synergy_Loewe=-3.67, Synergy_HSA=-3.87. (8) Drug 1: C1CC(C1)(C(=O)O)C(=O)O.[NH2-].[NH2-].[Pt+2]. Drug 2: C1CNP(=O)(OC1)N(CCCl)CCCl. Cell line: RXF 393. Synergy scores: CSS=-2.43, Synergy_ZIP=0.735, Synergy_Bliss=1.25, Synergy_Loewe=-0.813, Synergy_HSA=-0.657. (9) Drug 1: CC1=C(C=C(C=C1)NC2=NC=CC(=N2)N(C)C3=CC4=NN(C(=C4C=C3)C)C)S(=O)(=O)N.Cl. Drug 2: CC1=C(C=C(C=C1)C(=O)NC2=CC(=CC(=C2)C(F)(F)F)N3C=C(N=C3)C)NC4=NC=CC(=N4)C5=CN=CC=C5. Cell line: UACC62. Synergy scores: CSS=7.40, Synergy_ZIP=-0.815, Synergy_Bliss=6.72, Synergy_Loewe=4.52, Synergy_HSA=6.96.